Task: Predict which catalyst facilitates the given reaction.. Dataset: Catalyst prediction with 721,799 reactions and 888 catalyst types from USPTO (1) Reactant: [Cl:1][C:2]1[CH:19]=[CH:18][C:17]([C:20]2[N:21]=[CH:22][NH:23][CH:24]=2)=[CH:16][C:3]=1[C:4]([NH:6][CH2:7][C:8]1([OH:15])[CH2:14][CH2:13][CH2:12][CH2:11][CH2:10][CH2:9]1)=[O:5].[F:25][CH2:26][CH:27]1[CH2:29][O:28]1. Product: [Cl:1][C:2]1[CH:19]=[CH:18][C:17]([C:20]2[N:21]=[CH:22][N:23]([CH2:29][CH:27]([OH:28])[CH2:26][F:25])[CH:24]=2)=[CH:16][C:3]=1[C:4]([NH:6][CH2:7][C:8]1([OH:15])[CH2:14][CH2:13][CH2:12][CH2:11][CH2:10][CH2:9]1)=[O:5]. The catalyst class is: 42. (2) Reactant: Br[C:2]1[CH:3]=[C:4]([CH:16]=[C:17]([S:19]([CH3:22])(=[O:21])=[O:20])[CH:18]=1)[C:5]([NH:7][CH2:8][C:9]1[CH:10]=[N:11][C:12]([CH3:15])=[CH:13][CH:14]=1)=[O:6].[CH3:23][C:24]1[CH:25]=[CH:26][C:27]([Sn](CCCC)(CCCC)CCCC)=[N:28][CH:29]=1. Product: [CH3:23][C:24]1[CH:25]=[CH:26][C:27]([C:2]2[CH:3]=[C:4]([CH:16]=[C:17]([S:19]([CH3:22])(=[O:21])=[O:20])[CH:18]=2)[C:5]([NH:7][CH2:8][C:9]2[CH:10]=[N:11][C:12]([CH3:15])=[CH:13][CH:14]=2)=[O:6])=[N:28][CH:29]=1. The catalyst class is: 206. (3) Reactant: [Br:1][C:2]1[CH:7]=[CH:6][C:5]([S:8][CH2:9][CH2:10][CH2:11][Cl:12])=[C:4]([N+:13]([O-])=O)[CH:3]=1. Product: [ClH:12].[Br:1][C:2]1[CH:7]=[CH:6][C:5]([S:8][CH2:9][CH2:10][CH2:11][Cl:12])=[C:4]([NH2:13])[CH:3]=1. The catalyst class is: 563. (4) Product: [C:36]([O:22][CH2:21][CH2:20][O:19][C:17]1[CH:16]=[CH:15][C:14](/[CH:23]=[CH:24]/[C:25](=[O:26])[NH:27][S:28]([CH2:31][CH2:32][CH2:33][CH2:34][CH3:35])(=[O:30])=[O:29])=[C:13]([O:12][C:3]2[C:2]([Cl:1])=[CH:7][C:6]([C:8]([F:9])([F:11])[F:10])=[CH:5][N:4]=2)[CH:18]=1)(=[O:38])[CH3:37]. The catalyst class is: 17. Reactant: [Cl:1][C:2]1[C:3]([O:12][C:13]2[CH:18]=[C:17]([O:19][CH2:20][CH2:21][OH:22])[CH:16]=[CH:15][C:14]=2/[CH:23]=[CH:24]/[C:25]([NH:27][S:28]([CH2:31][CH2:32][CH2:33][CH2:34][CH3:35])(=[O:30])=[O:29])=[O:26])=[N:4][CH:5]=[C:6]([C:8]([F:11])([F:10])[F:9])[CH:7]=1.[C:36](OC(=O)C)(=[O:38])[CH3:37].C(=O)([O-])O.[Na+]. (5) Reactant: [Cl:1][C:2]1[C:7]([C:8]#[CH:9])=[C:6](/[N:10]=[N:11]/N2CCCC2)[C:5]([C:17]2[CH:22]=[CH:21][CH:20]=[C:19]([F:23])[CH:18]=2)=[C:4]([C@H:24]([OH:26])[CH3:25])[CH:3]=1. Product: [Cl:1][C:2]1[CH:3]=[C:4]([C@H:24]([OH:26])[CH3:25])[C:5]([C:17]2[CH:22]=[CH:21][CH:20]=[C:19]([F:23])[CH:18]=2)=[C:6]2[C:7]=1[CH:8]=[CH:9][N:11]=[N:10]2. The catalyst class is: 262. (6) The catalyst class is: 99. Product: [Si:1]([O:8][C@@H:9]1[CH2:25][C@H:24]2[C@@:12]([CH3:44])([C@@H:13]3[C@@H:21]([CH2:22][C@@H:23]2[O:26][Si:27]([C:30]([CH3:31])([CH3:32])[CH3:33])([CH3:29])[CH3:28])[C@H:20]2[C@@:16]([CH3:43])([C@@H:17]([C@@:34]([OH:42])([CH2:36][CH2:37][CH2:38][CH2:39][CH2:40][CH3:41])[CH3:35])[CH2:18][CH2:19]2)[CH2:15][CH2:14]3)[CH2:11][CH2:10]1)([C:4]([CH3:7])([CH3:6])[CH3:5])([CH3:3])[CH3:2]. Reactant: [Si:1]([O:8][C@@H:9]1[CH2:25][C@H:24]2[C@@:12]([CH3:44])([C@@H:13]3[C@@H:21]([CH2:22][C@@H:23]2[O:26][Si:27]([C:30]([CH3:33])([CH3:32])[CH3:31])([CH3:29])[CH3:28])[C@H:20]2[C@@:16]([CH3:43])([C@@H:17]([C@@:34]([OH:42])([C:36]#[C:37][CH2:38][CH2:39][CH2:40][CH3:41])[CH3:35])[CH2:18][CH2:19]2)[CH2:15][CH2:14]3)[CH2:11][CH2:10]1)([C:4]([CH3:7])([CH3:6])[CH3:5])([CH3:3])[CH3:2].CO. (7) Reactant: Cl.Cl.[N:3]1([CH2:9][CH2:10][CH2:11][O:12][C:13]2[CH:14]=[CH:15][CH:16]=[C:17]3[C:22]=2[CH2:21][NH:20][CH2:19][CH2:18]3)[CH2:8][CH2:7][CH2:6][CH2:5][CH2:4]1.CCN(CC)CC.[S:30]1[CH:34]=[CH:33][CH:32]=[C:31]1[C:35](Cl)=[O:36]. Product: [N:3]1([CH2:9][CH2:10][CH2:11][O:12][C:13]2[CH:14]=[CH:15][CH:16]=[C:17]3[C:22]=2[CH2:21][N:20]([C:35]([C:31]2[S:30][CH:34]=[CH:33][CH:32]=2)=[O:36])[CH2:19][CH2:18]3)[CH2:8][CH2:7][CH2:6][CH2:5][CH2:4]1. The catalyst class is: 2.